Dataset: Catalyst prediction with 721,799 reactions and 888 catalyst types from USPTO. Task: Predict which catalyst facilitates the given reaction. (1) Reactant: [CH2:1]([O:3][C:4]([C:6]1[C:7]([C:13]([F:16])([F:15])[F:14])=[N:8][C:9]([NH2:12])=[N:10][CH:11]=1)=[O:5])[CH3:2].Br[C:18]1[CH:31]=[CH:30][C:21]([O:22][CH2:23][CH2:24][N:25]2[CH2:29][CH2:28][CH2:27][CH2:26]2)=[CH:20][CH:19]=1.C(=O)([O-])[O-].[Cs+].[Cs+].CC1(C)C2C(=C(P(C3C=CC=CC=3)C3C=CC=CC=3)C=CC=2)OC2C(P(C3C=CC=CC=3)C3C=CC=CC=3)=CC=CC1=2. Product: [CH2:1]([O:3][C:4]([C:6]1[C:7]([C:13]([F:15])([F:16])[F:14])=[N:8][C:9]([NH:12][C:18]2[CH:19]=[CH:20][C:21]([O:22][CH2:23][CH2:24][N:25]3[CH2:26][CH2:27][CH2:28][CH2:29]3)=[CH:30][CH:31]=2)=[N:10][CH:11]=1)=[O:5])[CH3:2]. The catalyst class is: 62. (2) Reactant: [F:1][C:2]1[C:8]([F:9])=[C:7]([F:10])[CH:6]=[CH:5][C:3]=1[NH2:4].[C:11]([O:16][CH3:17])(=[O:15])[C:12]([CH3:14])=O.S([O-])([O-])(=O)=O.[Mg+2].[H][H]. Product: [F:1][C:2]1[C:8]([F:9])=[C:7]([F:10])[CH:6]=[CH:5][C:3]=1[NH:4][CH:12]([CH3:14])[C:11]([O:16][CH3:17])=[O:15]. The catalyst class is: 19. (3) Reactant: [NH2:1][C:2]1[C:17]([Cl:18])=[CH:16][C:5]2[N:6]=[C:7]([N:9]3[CH2:14][CH2:13][N:12]([CH3:15])[CH2:11][CH2:10]3)[O:8][C:4]=2[CH:3]=1.[CH2:19]([Br:22])[CH:20]=[CH2:21]. Product: [Br-:22].[CH2:19]([N+:12]1([CH3:15])[CH2:13][CH2:14][N:9]([C:7]2[O:8][C:4]3[CH:3]=[C:2]([NH2:1])[C:17]([Cl:18])=[CH:16][C:5]=3[N:6]=2)[CH2:10][CH2:11]1)[CH:20]=[CH2:21]. The catalyst class is: 3. (4) Reactant: [F:1][C:2]([F:29])([C:22]1[CH:27]=[CH:26][C:25]([F:28])=[CH:24][N:23]=1)[C:3]1[N:12]=[C:11]([NH:13][C:14]2[CH:18]=[C:17]([CH3:19])[NH:16][N:15]=2)[C:10]2[C:5](=[C:6]([O:20]C)[CH:7]=[CH:8][CH:9]=2)[N:4]=1.B(Br)(Br)Br.CO. Product: [F:29][C:2]([F:1])([C:22]1[CH:27]=[CH:26][C:25]([F:28])=[CH:24][N:23]=1)[C:3]1[N:12]=[C:11]([NH:13][C:14]2[CH:18]=[C:17]([CH3:19])[NH:16][N:15]=2)[C:10]2[C:5](=[C:6]([OH:20])[CH:7]=[CH:8][CH:9]=2)[N:4]=1. The catalyst class is: 2. (5) Reactant: [N+:1]([C:4]1[CH:38]=[CH:37][C:7]([C:8]([O:10][C@H:11]2[CH2:15][C@H:14]([C:16]3[C:20]4[N:21]=[CH:22][N:23]=[C:24]([NH:25][C@@H:26]5[C:34]6[C:29](=[CH:30][CH:31]=[CH:32][CH:33]=6)[CH2:28][CH2:27]5)[C:19]=4[O:18][CH:17]=3)[CH2:13][C@H:12]2[CH2:35][OH:36])=[O:9])=[CH:6][CH:5]=1)([O-:3])=[O:2].C(N(CC)C(C)C)(C)C.[S:48](Cl)(=[O:51])(=[O:50])[NH2:49]. Product: [N+:1]([C:4]1[CH:5]=[CH:6][C:7]([C:8]([O:10][C@H:11]2[CH2:15][C@H:14]([C:16]3[C:20]4[N:21]=[CH:22][N:23]=[C:24]([NH:25][C@@H:26]5[C:34]6[C:29](=[CH:30][CH:31]=[CH:32][CH:33]=6)[CH2:28][CH2:27]5)[C:19]=4[O:18][CH:17]=3)[CH2:13][C@H:12]2[CH2:35][O:36][S:48](=[O:51])(=[O:50])[NH2:49])=[O:9])=[CH:37][CH:38]=1)([O-:3])=[O:2]. The catalyst class is: 3. (6) Reactant: [Si]([O:8][CH2:9][C:10]1[N:15]=[C:14]([CH2:16][CH2:17][CH2:18][N:19]2[CH2:24][CH2:23][O:22][CH2:21][CH2:20]2)[CH:13]=[CH:12][CH:11]=1)(C(C)(C)C)(C)C.CCCC[N+](CCCC)(CCCC)CCCC.[F-].C1COCC1. Product: [N:19]1([CH2:18][CH2:17][CH2:16][C:14]2[N:15]=[C:10]([CH2:9][OH:8])[CH:11]=[CH:12][CH:13]=2)[CH2:24][CH2:23][O:22][CH2:21][CH2:20]1. The catalyst class is: 1. (7) Reactant: [CH:1]1([C:4]2C(C3C=CC=C4C=3C=NC(C=C)=N4)=CC(C#N)=C(N3CCN(C(=O)CCOC)[C@H](C)C3)[N:5]=2)[CH2:3][CH2:2]1.[C:37]([O-:40])(O)=[O:38].[Na+].[CH3:54][C:53]([O:52][C:50](O[C:50]([O:52][C:53]([CH3:56])([CH3:55])[CH3:54])=[O:51])=[O:51])([CH3:56])[CH3:55]. Product: [C:53]([O:52][C:50]([NH:5][C@H:4]([CH:1]1[CH2:3][CH2:2]1)[C:37]([OH:40])=[O:38])=[O:51])([CH3:54])([CH3:55])[CH3:56]. The catalyst class is: 90. (8) Reactant: [F:1][C:2]1[CH:7]=[CH:6][C:5]([C:8]#[C:9][C:10]2[N:14]3[CH:15]=[CH:16][CH:17]=[CH:18][C:13]3=[N:12][C:11]=2[CH2:19][O:20][C:21]2[CH:30]=[CH:29][CH:28]=[CH:27][C:22]=2[C:23]([O:25]C)=[O:24])=[CH:4][CH:3]=1.C(O)C.[OH-].[Na+].C(O)(=O)C. Product: [F:1][C:2]1[CH:7]=[CH:6][C:5]([C:8]#[C:9][C:10]2[N:14]3[CH:15]=[CH:16][CH:17]=[CH:18][C:13]3=[N:12][C:11]=2[CH2:19][O:20][C:21]2[CH:30]=[CH:29][CH:28]=[CH:27][C:22]=2[C:23]([OH:25])=[O:24])=[CH:4][CH:3]=1. The catalyst class is: 132. (9) Reactant: [Br:1][C:2]1[C:3]([CH2:16][CH:17]([CH3:23])[C:18]([O:20][CH2:21][CH3:22])=[O:19])=[C:4]([O:14]C)[C:5]2[C:10]([C:11]=1[O:12]C)=[CH:9][CH:8]=[CH:7][CH:6]=2.BrC1C(=O)C2C(=CC=CC=2)C(=O)C=1C(C)C(OCC)=O.C(Cl)Cl. Product: [Br:1][C:2]1[C:11](=[O:12])[C:10]2[C:5](=[CH:6][CH:7]=[CH:8][CH:9]=2)[C:4](=[O:14])[C:3]=1[CH2:16][CH:17]([CH3:23])[C:18]([O:20][CH2:21][CH3:22])=[O:19]. The catalyst class is: 81.